Dataset: Peptide-MHC class II binding affinity with 134,281 pairs from IEDB. Task: Regression. Given a peptide amino acid sequence and an MHC pseudo amino acid sequence, predict their binding affinity value. This is MHC class II binding data. (1) The peptide sequence is EIGAVALDYPSGTSG. The MHC is HLA-DQA10201-DQB10303 with pseudo-sequence HLA-DQA10201-DQB10303. The binding affinity (normalized) is 0.246. (2) The peptide sequence is GVLKNEFMSLAFDYW. The MHC is HLA-DQA10101-DQB10501 with pseudo-sequence HLA-DQA10101-DQB10501. The binding affinity (normalized) is 0.516. (3) The peptide sequence is YVLARPKLRPITGDD. The binding affinity (normalized) is 0.393. The MHC is DRB1_1101 with pseudo-sequence DRB1_1101. (4) The peptide sequence is GELQIVDKIDDAFKI. The MHC is DRB1_0401 with pseudo-sequence DRB1_0401. The binding affinity (normalized) is 0.387.